This data is from Full USPTO retrosynthesis dataset with 1.9M reactions from patents (1976-2016). The task is: Predict the reactants needed to synthesize the given product. (1) Given the product [Cl:20][C:21]1[CH:26]=[CH:25][C:24]([C:16]2[C:17]([O:11][CH2:9][C:4]3[CH:5]=[N:6][CH:7]=[CH:2][CH:3]=3)=[N:12][CH:13]=[C:14]([CH:15]=2)[C:18]([NH:30][CH2:31][C@@:32]([CH:34]2[CH2:36][CH2:35]2)([OH:33])[CH3:37])=[O:19])=[CH:23][CH:22]=1, predict the reactants needed to synthesize it. The reactants are: Br[C:2]1[CH:3]=[C:4]([C:9]([OH:11])=O)[CH:5]=[N:6][C:7]=1Cl.[N:12]1[CH:17]=[CH:16][CH:15]=[C:14]([CH2:18][OH:19])[CH:13]=1.[Cl:20][C:21]1[CH:26]=[CH:25][C:24](B(O)O)=[CH:23][CH:22]=1.[NH2:30][CH2:31][C@@:32]([CH3:37])([CH:34]1[CH2:36][CH2:35]1)[OH:33]. (2) Given the product [Cl:11][C:8]1[CH:9]=[C:10]2[C:5](=[CH:6][CH:7]=1)[NH:4][C:3](=[O:12])[C:2]2([NH:28][C@@H:29]([CH2:35][C:36]1[C:44]2[C:39](=[CH:40][CH:41]=[CH:42][CH:43]=2)[NH:38][CH:37]=1)[C:30]([N:32]([CH3:34])[CH3:33])=[O:31])[C:13]1[CH:18]=[CH:17][CH:16]=[CH:15][C:14]=1[O:19][CH3:20], predict the reactants needed to synthesize it. The reactants are: Cl[C:2]1([C:13]2[CH:18]=[CH:17][CH:16]=[CH:15][C:14]=2[O:19][CH3:20])[C:10]2[C:5](=[CH:6][CH:7]=[C:8]([Cl:11])[CH:9]=2)[NH:4][C:3]1=[O:12].FC(F)(F)C(O)=O.[NH2:28][C@@H:29]([CH2:35][C:36]1[C:44]2[C:39](=[CH:40][CH:41]=[CH:42][CH:43]=2)[NH:38][CH:37]=1)[C:30]([N:32]([CH3:34])[CH3:33])=[O:31]. (3) Given the product [C:11]([C:2]1[C:3]2[NH:10][CH:9]=[N:8][C:4]=2[CH:5]=[N:6][CH:7]=1)#[CH:12], predict the reactants needed to synthesize it. The reactants are: Br[C:2]1[C:3]2[NH:10][CH:9]=[N:8][C:4]=2[CH:5]=[N:6][CH:7]=1.[C:11]([Si](C)(C)C)#[CH:12]. (4) Given the product [N+:11]([C:5]1[CH:6]=[CH:7][CH:8]=[C:9]2[C:4]=1[CH2:3][CH2:2][C:1]2=[O:10])([O-:13])=[O:12], predict the reactants needed to synthesize it. The reactants are: [C:1]1(=[O:10])[C:9]2[C:4](=[CH:5][CH:6]=[CH:7][CH:8]=2)[CH2:3][CH2:2]1.[N+:11]([O-])([O-:13])=[O:12].[K+].